This data is from Full USPTO retrosynthesis dataset with 1.9M reactions from patents (1976-2016). The task is: Predict the reactants needed to synthesize the given product. (1) Given the product [CH3:11][O:12][C:13]([CH3:17])([CH3:16])[CH2:14][NH:2][C:3]1[N:7]=[CH:6][NH:5][C:4]=1[C:8]([NH2:10])=[O:9], predict the reactants needed to synthesize it. The reactants are: Cl.[NH2:2][C:3]1[NH:7][CH:6]=[N:5][C:4]=1[C:8]([NH2:10])=[O:9].[CH3:11][O:12][C:13]([CH3:17])([CH3:16])[CH:14]=O.C(O)(=O)C.[BH3-]C#N.[Na+]. (2) Given the product [OH:11][CH:8]([C:5]1[N:6]=[CH:7][C:2]([C:18]2[CH:17]=[CH:16][C:15]([N:28]3[CH2:32][C@H:31]([CH2:33][N:34]4[CH:38]=[CH:37][N:36]=[N:35]4)[O:30][C:29]3=[O:39])=[CH:14][C:13]=2[F:12])=[CH:3][CH:4]=1)[CH2:9][OH:10], predict the reactants needed to synthesize it. The reactants are: Br[C:2]1[CH:3]=[CH:4][C:5]([CH:8]([OH:11])[CH2:9][OH:10])=[N:6][CH:7]=1.[F:12][C:13]1[CH:14]=[C:15]([N:28]2[CH2:32][C@H:31]([CH2:33][N:34]3[CH:38]=[CH:37][N:36]=[N:35]3)[O:30][C:29]2=[O:39])[CH:16]=[CH:17][C:18]=1B1OC(C)(C)C(C)(C)O1.C(=O)([O-])[O-].[Na+].[Na+].